This data is from Forward reaction prediction with 1.9M reactions from USPTO patents (1976-2016). The task is: Predict the product of the given reaction. (1) The product is: [CH2:1]([O:8][C:9]1[CH:10]=[CH:11][C:12]([CH2:15][C@H:16]([N:20]([CH3:37])[NH:21][C:22](=[O:36])[CH2:23][CH2:24][NH:25][C:26]([NH:28][CH2:29][C:30]2[CH:31]=[CH:32][CH:33]=[CH:34][CH:35]=2)=[O:27])[C:17]([N:43]([CH2:42][CH:41]([O:40][CH2:38][CH3:39])[O:55][CH2:56][CH3:57])[CH2:44][C:45]2[C:54]3[C:49](=[CH:50][CH:51]=[CH:52][CH:53]=3)[CH:48]=[CH:47][CH:46]=2)=[O:19])=[CH:13][CH:14]=1)[C:2]1[CH:7]=[CH:6][CH:5]=[CH:4][CH:3]=1. Given the reactants [CH2:1]([O:8][C:9]1[CH:14]=[CH:13][C:12]([CH2:15][C@H:16]([N:20]([CH3:37])[NH:21][C:22](=[O:36])[CH2:23][CH2:24][NH:25][C:26]([NH:28][CH2:29][C:30]2[CH:35]=[CH:34][CH:33]=[CH:32][CH:31]=2)=[O:27])[C:17]([OH:19])=O)=[CH:11][CH:10]=1)[C:2]1[CH:7]=[CH:6][CH:5]=[CH:4][CH:3]=1.[CH2:38]([O:40][CH:41]([O:55][CH2:56][CH3:57])[CH2:42][NH:43][CH2:44][C:45]1[C:54]2[C:49](=[CH:50][CH:51]=[CH:52][CH:53]=2)[CH:48]=[CH:47][CH:46]=1)[CH3:39].C[N+]1(C2N=C(OC)N=C(OC)N=2)CCOCC1.[Cl-], predict the reaction product. (2) Given the reactants Cl[C:2]1[N:7]=[C:6]([O:8][C@@H:9]([C@H:11]2[CH2:15][NH:14][C:13](=[O:16])[CH2:12]2)[CH3:10])[C:5]2[N:17]([CH2:20][O:21][CH2:22][CH2:23][Si:24]([CH3:27])([CH3:26])[CH3:25])[CH:18]=[N:19][C:4]=2[CH:3]=1.[CH3:28][O:29][C:30]1[CH:31]=[C:32](B(O)O)[CH:33]=[CH:34][C:35]=1[O:36][CH3:37].COCCOC.C(=O)([O-])[O-].[Cs+].[Cs+], predict the reaction product. The product is: [CH3:28][O:29][C:30]1[CH:31]=[C:32]([C:2]2[N:7]=[C:6]([O:8][C@@H:9]([C@H:11]3[CH2:15][NH:14][C:13](=[O:16])[CH2:12]3)[CH3:10])[C:5]3[N:17]([CH2:20][O:21][CH2:22][CH2:23][Si:24]([CH3:27])([CH3:26])[CH3:25])[CH:18]=[N:19][C:4]=3[CH:3]=2)[CH:33]=[CH:34][C:35]=1[O:36][CH3:37]. (3) Given the reactants [C:1](O)(=O)[CH3:2].[OH:5][N:6]1[C:11]([CH3:13])([CH3:12])[CH2:10][CH:9]([O:14][C:15](=[O:22])[C:16]2[CH:21]=[CH:20][CH:19]=[CH:18][CH:17]=2)[CH2:8][C:7]1([CH3:24])[CH3:23].CO.OO.O, predict the reaction product. The product is: [CH:2]1([O:5][N:6]2[C:11]([CH3:13])([CH3:12])[CH2:10][CH:9]([O:14][C:15](=[O:22])[C:16]3[CH:21]=[CH:20][CH:19]=[CH:18][CH:17]=3)[CH2:8][C:7]2([CH3:24])[CH3:23])[CH2:1][CH2:9][CH2:8][CH2:7][CH2:23]1. (4) Given the reactants [CH3:1][O:2][C:3]([C@@H:5]1[CH2:9][C@@:8]2([CH2:13][C:12](=[O:14])[N:11]([C:15]3[CH:20]=[CH:19][CH:18]=[C:17]([Cl:21])[CH:16]=3)[CH2:10]2)[CH2:7][N:6]1[C:22](=[O:36])[C@@H:23]([NH:28]C(OC(C)(C)C)=O)[C:24]([CH3:27])([CH3:26])[CH3:25])=[O:4].FC(F)(F)C(O)=O, predict the reaction product. The product is: [NH2:28][C@@H:23]([C:24]([CH3:27])([CH3:26])[CH3:25])[C:22]([N:6]1[C@H:5]([C:3]([O:2][CH3:1])=[O:4])[CH2:9][C@@:8]2([CH2:13][C:12](=[O:14])[N:11]([C:15]3[CH:20]=[CH:19][CH:18]=[C:17]([Cl:21])[CH:16]=3)[CH2:10]2)[CH2:7]1)=[O:36]. (5) Given the reactants [NH2:1][C:2]1[N:7]=[C:6]([Cl:8])[C:5]([CH:9]=O)=[C:4](Cl)[N:3]=1.C1COCC1.[NH2:17][NH2:18].O.NN, predict the reaction product. The product is: [Cl:8][C:6]1[N:7]=[C:2]([NH2:1])[N:3]=[C:4]2[NH:17][N:18]=[CH:9][C:5]=12. (6) Given the reactants [OH:1][C:2]1[CH:11]=[CH:10][C:5]([C:6]([O:8]C)=[O:7])=[CH:4][CH:3]=1.Cl[CH2:13][C:14]1[NH:15][C:16](=[O:40])[C:17]2[S:22][C:21]([N:23]3[CH2:28][CH2:27][CH:26]([O:29][C:30]4[CH:35]=[CH:34][CH:33]=[CH:32][C:31]=4[C:36]([F:39])([F:38])[F:37])[CH2:25][CH2:24]3)=[N:20][C:18]=2[N:19]=1.C(=O)([O-])[O-].[K+].[K+].C(O)=O, predict the reaction product. The product is: [O:40]=[C:16]1[NH:15][C:14]([CH2:13][O:1][C:2]2[CH:11]=[CH:10][C:5]([C:6]([OH:8])=[O:7])=[CH:4][CH:3]=2)=[N:19][C:18]2[N:20]=[C:21]([N:23]3[CH2:24][CH2:25][CH:26]([O:29][C:30]4[CH:35]=[CH:34][CH:33]=[CH:32][C:31]=4[C:36]([F:37])([F:39])[F:38])[CH2:27][CH2:28]3)[S:22][C:17]1=2. (7) Given the reactants [F:1][C:2]1[CH:3]=[C:4]([NH:9][C@H:10]2[CH2:13][C@H:12]([O:14][CH3:15])[CH2:11]2)[C:5]([NH2:8])=[CH:6][CH:7]=1.[C:16]([O:20][C:21]([NH:23][C@@H:24]([CH3:28])[C:25](O)=O)=[O:22])([CH3:19])([CH3:18])[CH3:17].C1C=NC2N(O)N=NC=2C=1.CCN=C=NCCCN(C)C.Cl, predict the reaction product. The product is: [C:16]([O:20][C:21](=[O:22])[NH:23][C@H:24]([C:25]1[N:9]([C@H:10]2[CH2:11][C@H:12]([O:14][CH3:15])[CH2:13]2)[C:4]2[CH:3]=[C:2]([F:1])[CH:7]=[CH:6][C:5]=2[N:8]=1)[CH3:28])([CH3:19])([CH3:18])[CH3:17]. (8) Given the reactants [NH2:1][C:2]1[CH:7]=[C:6]([F:8])[C:5]([Cl:9])=[CH:4][C:3]=1[S:10]([NH2:13])(=[O:12])=[O:11].[Cl:14][C:15]1[CH:16]=[C:17](/[CH:22]=[CH:23]/[S:24](Cl)(=[O:26])=[O:25])[CH:18]=[CH:19][C:20]=1[Cl:21], predict the reaction product. The product is: [Cl:9][C:5]1[C:6]([F:8])=[CH:7][C:2]([NH:1][S:24](/[CH:23]=[CH:22]/[C:17]2[CH:18]=[CH:19][C:20]([Cl:21])=[C:15]([Cl:14])[CH:16]=2)(=[O:26])=[O:25])=[C:3]([S:10]([NH2:13])(=[O:12])=[O:11])[CH:4]=1. (9) Given the reactants C(N(CC)C(C)C)(C)C.[C:10]([C:13]1[CH:18]=[N:17][N:16]2[CH:19]=[C:20]([C:22]([O:24][CH2:25][CH3:26])=[O:23])[CH:21]=[C:15]2[C:14]=1Cl)(=[O:12])[NH2:11].[CH3:28][C@:29]1([NH2:37])[CH2:33][CH2:32][C@@H:31]([NH2:34])[C:30]1([CH3:36])[CH3:35], predict the reaction product. The product is: [NH2:37][C@@:29]1([CH3:28])[CH2:33][CH2:32][C@@H:31]([NH:34][C:14]2[C:15]3[N:16]([CH:19]=[C:20]([C:22]([O:24][CH2:25][CH3:26])=[O:23])[CH:21]=3)[N:17]=[CH:18][C:13]=2[C:10](=[O:12])[NH2:11])[C:30]1([CH3:36])[CH3:35]. (10) Given the reactants [C:1]([O:5][C:6]([N:8]1[CH2:20][C@@H:19]([CH3:21])[N:18]2[C@H:10]([CH2:11][C:12]3[C:17]2=[N:16][C:15](Br)=[CH:14][CH:13]=3)[CH2:9]1)=[O:7])([CH3:4])([CH3:3])[CH3:2].[Cu][C:24]#[N:25], predict the reaction product. The product is: [C:1]([O:5][C:6]([N:8]1[CH2:20][C@@H:19]([CH3:21])[N:18]2[C@H:10]([CH2:11][C:12]3[C:17]2=[N:16][C:15]([C:24]#[N:25])=[CH:14][CH:13]=3)[CH2:9]1)=[O:7])([CH3:4])([CH3:3])[CH3:2].